From a dataset of Reaction yield outcomes from USPTO patents with 853,638 reactions. Predict the reaction yield, written as a fraction of the theoretical maximum amount of product (1.0 means a 100% yield; for example, 0.34 means a 34% yield). (1) The reactants are [F:1][C:2]1[CH:7]=[CH:6][CH:5]=[C:4]([F:8])[C:3]=1[C:9]1[C:17]2[C:12](=[CH:13][C:14]([C:18]([OH:20])=O)=[CH:15][CH:16]=2)[N:11]([C:21]2[CH:26]=[CH:25][C:24]([CH3:27])=[CH:23][CH:22]=2)[N:10]=1.Cl.Cl.[CH3:30][C:31]1[N:35]=[C:34]([C@H:36]([NH2:38])[CH3:37])[O:33][N:32]=1.Cl.CN(C)CCCN=C=NCC.ON1C2N=CC=CC=2N=N1.CN1CCOCC1. The catalyst is CN(C)C=O. The product is [F:8][C:4]1[CH:5]=[CH:6][CH:7]=[C:2]([F:1])[C:3]=1[C:9]1[C:17]2[C:12](=[CH:13][C:14]([C:18]([NH:38][C@@H:36]([C:34]3[O:33][N:32]=[C:31]([CH3:30])[N:35]=3)[CH3:37])=[O:20])=[CH:15][CH:16]=2)[N:11]([C:21]2[CH:22]=[CH:23][C:24]([CH3:27])=[CH:25][CH:26]=2)[N:10]=1. The yield is 0.582. (2) The reactants are [CH3:1][C:2]1([CH3:15])[C:6]2[CH:7]=[CH:8][C:9]([C:11](OC)=[O:12])=[CH:10][C:5]=2[O:4][CH2:3]1.[BH4-].[Li+].CO.O. The catalyst is O1CCCC1. The product is [CH3:1][C:2]1([CH3:15])[C:6]2[CH:7]=[CH:8][C:9]([CH2:11][OH:12])=[CH:10][C:5]=2[O:4][CH2:3]1. The yield is 1.00. (3) The reactants are [N:1]1[CH:6]=[CH:5][C:4]([CH2:7][C:8]([O:10][CH2:11][CH3:12])=[O:9])=[CH:3][CH:2]=1.[H-].[Na+].[CH3:15]I. The catalyst is C1COCC1. The product is [N:1]1[CH:6]=[CH:5][C:4]([CH:7]([CH3:15])[C:8]([O:10][CH2:11][CH3:12])=[O:9])=[CH:3][CH:2]=1. The yield is 0.507. (4) The reactants are [Li]CCCC.BrC1C=[CH:11][C:10]2[C:13]3[C:18]([C:19]4([CH:27]=[C:26]5[C:21]([C:22]([C:34]6[CH:39]=[CH:38][CH:37]=[CH:36][CH:35]=6)=[CH:23][CH:24]=[C:25]5[C:28]5[CH:33]=[CH:32][CH:31]=[CH:30][CH:29]=5)=[CH:20]4)[C:9]=2C=1)=[CH:17][CH:16]=[CH:15][CH:14]=3.[CH:40]([B:43]1[O:47][C:46]([CH3:49])([CH3:48])[C:45]([CH3:51])([CH3:50])[O:44]1)([CH3:42])[CH3:41].O. The catalyst is C1COCC1.CCOCC. The product is [C:34]1([C:22]2[C:21]3[C:26]([C:25]([C:28]4[CH:29]=[CH:30][CH:31]=[CH:32][CH:33]=4)=[CH:24][CH:23]=2)=[CH:27][C:19]2([C:9]4[CH:42]=[C:40]([B:43]5[O:47][C:46]([CH3:49])([CH3:48])[C:45]([CH3:51])([CH3:50])[O:44]5)[CH:41]=[CH:11][C:10]=4[C:13]4[C:18]2=[CH:17][CH:16]=[CH:15][CH:14]=4)[CH:20]=3)[CH:39]=[CH:38][CH:37]=[CH:36][CH:35]=1. The yield is 0.790. (5) The reactants are [NH2:1][C:2]1[S:6][N:5]=[C:4]([CH3:7])[C:3]=1[C:8]([NH:10][C:11]1[CH:16]=[CH:15][C:14]([Cl:17])=[C:13]([Cl:18])[CH:12]=1)=[O:9].Cl[C:20]1[CH:29]=[N:28][C:27]2[C:22](=[CH:23][CH:24]=[C:25]([C:30]([F:33])([F:32])[F:31])[CH:26]=2)[N:21]=1.C(=O)([O-])[O-].[Cs+].[Cs+].CC1(C)C2C(=C(P(C3C=CC=CC=3)C3C=CC=CC=3)C=CC=2)OC2C(P(C3C=CC=CC=3)C3C=CC=CC=3)=CC=CC1=2. The catalyst is O1CCOCC1.CN(C=O)C.C([O-])(=O)C.[Pd+2].C([O-])(=O)C. The product is [Cl:18][C:13]1[CH:12]=[C:11]([NH:10][C:8]([C:3]2[C:4]([CH3:7])=[N:5][S:6][C:2]=2[NH:1][C:20]2[CH:29]=[N:28][C:27]3[C:22](=[CH:23][CH:24]=[C:25]([C:30]([F:31])([F:32])[F:33])[CH:26]=3)[N:21]=2)=[O:9])[CH:16]=[CH:15][C:14]=1[Cl:17]. The yield is 0.490. (6) The reactants are [CH:1]1([C:4]2[CH:9]=[CH:8][C:7]([NH:10][C:11]3[N:16]4[CH:17]=[N:18][CH:19]=[C:15]4[CH:14]=[CH:13][C:12]=3[C:20](O)=[O:21])=[C:6]([F:23])[CH:5]=2)[CH2:3][CH2:2]1.[CH:24]([O:26][CH2:27][CH2:28][O:29][NH2:30])=[CH2:25].C1C=CC2N(O)N=NC=2C=1.CCN=C=NCCCN(C)C.Cl.CCN(C(C)C)C(C)C. The catalyst is CN(C=O)C. The product is [CH:24]([O:26][CH2:27][CH2:28][O:29][NH:30][C:20]([C:12]1[CH:13]=[CH:14][C:15]2[N:16]([CH:17]=[N:18][CH:19]=2)[C:11]=1[NH:10][C:7]1[CH:8]=[CH:9][C:4]([CH:1]2[CH2:2][CH2:3]2)=[CH:5][C:6]=1[F:23])=[O:21])=[CH2:25]. The yield is 0.530. (7) The reactants are [CH:1]1([N:4]([CH:18]2[CH2:23][CH2:22][NH:21][CH2:20][CH2:19]2)[S:5]([C:8]2[CH:13]=[CH:12][CH:11]=[C:10]([C:14]([F:17])([F:16])[F:15])[CH:9]=2)(=[O:7])=[O:6])[CH2:3][CH2:2]1.[CH:24]1[CH:25]=[CH:26][C:27]2[N:32]([OH:33])N=N[C:28]=2[CH:29]=1.CCN=C=NCCCN(C)C.[N+]([O:48][C:49](=O)C1C=CC=CC=1)([O-])=O.CN(C=[O:61])C. No catalyst specified. The product is [CH:1]1([N:4]([CH:18]2[CH2:23][CH2:22][N:21]([C:49](=[O:48])[C:28]3[CH:29]=[CH:24][CH:25]=[CH:26][C:27]=3[N+:32]([O-:33])=[O:61])[CH2:20][CH2:19]2)[S:5]([C:8]2[CH:13]=[CH:12][CH:11]=[C:10]([C:14]([F:17])([F:15])[F:16])[CH:9]=2)(=[O:6])=[O:7])[CH2:3][CH2:2]1. The yield is 0.930. (8) The reactants are Br[C:2]1[CH:7]=[CH:6][C:5]([CH2:8][NH:9][CH3:10])=[CH:4][CH:3]=1.Br[C:12]1[C:13]2[C:14]3[CH:27]=[CH:26][S:25][C:15]=3[C:16](=[O:24])[NH:17][C:18]=2[CH:19]=[CH:20][C:21]=1[O:22][CH3:23]. No catalyst specified. The product is [CH3:23][O:22][C:21]1[CH:20]=[CH:19][C:18]2[NH:17][C:16](=[O:24])[C:15]3[S:25][CH:26]=[CH:27][C:14]=3[C:13]=2[C:12]=1[C:2]1[CH:7]=[CH:6][C:5]([CH2:8][NH:9][CH3:10])=[CH:4][CH:3]=1. The yield is 0.420. (9) The reactants are [CH3:1][O:2][C:3]1[CH:8]=[CH:7][C:6]([CH2:9][Cl:10])=[CH:5][C:4]=1[CH3:11].[C:12]1([P:18]([C:25]2[CH:30]=[CH:29][CH:28]=[CH:27][CH:26]=2)[C:19]2[CH:24]=[CH:23][CH:22]=[CH:21][CH:20]=2)[CH:17]=[CH:16][CH:15]=[CH:14][CH:13]=1. The catalyst is C1(C)C=CC=CC=1. The product is [Cl-:10].[CH3:1][O:2][C:3]1[CH:8]=[CH:7][C:6]([CH2:9][P+:18]([C:19]2[CH:20]=[CH:21][CH:22]=[CH:23][CH:24]=2)([C:25]2[CH:30]=[CH:29][CH:28]=[CH:27][CH:26]=2)[C:12]2[CH:13]=[CH:14][CH:15]=[CH:16][CH:17]=2)=[CH:5][C:4]=1[CH3:11]. The yield is 0.710. (10) The reactants are [OH:1][C:2]1[CH:24]=[CH:23][C:5]2[C:6](=[O:22])/[C:7](=[CH:9]/[C:10]3[C:18]4[C:13](=[CH:14][CH:15]=[C:16]([N+:19]([O-:21])=[O:20])[CH:17]=4)[NH:12][CH:11]=3)/[O:8][C:4]=2[CH:3]=1.[C:25]([O:29][C:30]([N:32]1[CH2:37][CH2:36][NH:35][CH2:34][CH2:33]1)=[O:31])([CH3:28])([CH3:27])[CH3:26].[CH2:38]=O. The catalyst is C(O)C. The product is [OH:1][C:2]1[CH:24]=[CH:23][C:5]2[C:6](=[O:22])/[C:7](=[CH:9]/[C:10]3[C:18]4[C:13](=[CH:14][CH:15]=[C:16]([N+:19]([O-:21])=[O:20])[CH:17]=4)[NH:12][CH:11]=3)/[O:8][C:4]=2[C:3]=1[CH2:38][N:35]1[CH2:36][CH2:37][N:32]([C:30]([O:29][C:25]([CH3:28])([CH3:26])[CH3:27])=[O:31])[CH2:33][CH2:34]1. The yield is 0.470.